From a dataset of Forward reaction prediction with 1.9M reactions from USPTO patents (1976-2016). Predict the product of the given reaction. (1) Given the reactants [BrH:1].[CH:2]1[C:16](=[O:17])[N:15]=[C:14]2[N:4]([CH:5]3[O:9][CH:8]([CH2:10][OH:11])[CH:7]([OH:12])[CH:6]3[O:13]2)[CH:3]=1, predict the reaction product. The product is: [Br:1][C@@H:6]1[C@H:7]([OH:12])[C@@H:8]([CH2:10][OH:11])[O:9][C@H:5]1[N:4]1[CH:3]=[CH:2][C:16](=[O:17])[NH:15][C:14]1=[O:13]. (2) Given the reactants Br[C:2]1[C:6]2[C:7](=[O:11])[NH:8][CH2:9][CH2:10][C:5]=2[NH:4][C:3]=1[C:12]1[CH:21]=[CH:20][CH:19]=[C:18]2[C:13]=1[N:14]=[C:15]([NH:23][C:24]([CH3:27])([CH3:26])[CH3:25])[C:16]([CH3:22])=[N:17]2.[CH3:28][Zn]C, predict the reaction product. The product is: [C:24]([NH:23][C:15]1[C:16]([CH3:22])=[N:17][C:18]2[C:13]([N:14]=1)=[C:12]([C:3]1[NH:4][C:5]3[CH2:10][CH2:9][NH:8][C:7](=[O:11])[C:6]=3[C:2]=1[CH3:28])[CH:21]=[CH:20][CH:19]=2)([CH3:27])([CH3:26])[CH3:25]. (3) Given the reactants [C:1]([OH:20])(=[O:19])[CH2:2][CH2:3][CH2:4][CH2:5][CH2:6][CH2:7][CH2:8][CH:9]=[CH:10][CH2:11][CH2:12][CH2:13][CH2:14][CH2:15][CH2:16][CH2:17][CH3:18].COC(=O)CCCCCCCC=CCCCCCCCC.C1([Se]Br)C=CC=CC=1.[N:50]([O-:52])=[O:51].[Na+].C(N1C2N=CNC=2C(=O)N(C)C1=O)C(C)C.B(F)(F)F, predict the reaction product. The product is: [CH3:18][CH2:17][CH2:16][CH2:15][CH2:14]/[CH:13]=[CH:12]\[CH2:11]/[C:10](/[N+:50]([O-:52])=[O:51])=[CH:9]\[CH2:8][CH2:7][CH2:6][CH2:5][CH2:4][CH2:3][CH2:2][C:1]([OH:20])=[O:19]. (4) Given the reactants C(N(CC)CC)C.[Br:8][C:9]1[N:10]=[C:11]([C:30]#[CH:31])[C:12]([N:15]([C:23]([O:25][C:26]([CH3:29])([CH3:28])[CH3:27])=[O:24])[C:16](=[O:22])[O:17][C:18]([CH3:21])([CH3:20])[CH3:19])=[N:13][CH:14]=1.Cl[C:33](=[N:51][OH:52])[C:34]1[CH:39]=[CH:38][C:37]([CH:40]([NH:43][C:44](=[O:50])[O:45][C:46]([CH3:49])([CH3:48])[CH3:47])[CH2:41][F:42])=[CH:36][CH:35]=1, predict the reaction product. The product is: [Br:8][C:9]1[N:10]=[C:11]([C:30]2[O:52][N:51]=[C:33]([C:34]3[CH:39]=[CH:38][C:37]([CH:40]([NH:43][C:44]([O:45][C:46]([CH3:49])([CH3:48])[CH3:47])=[O:50])[CH2:41][F:42])=[CH:36][CH:35]=3)[CH:31]=2)[C:12]([N:15]([C:23]([O:25][C:26]([CH3:29])([CH3:28])[CH3:27])=[O:24])[C:16](=[O:22])[O:17][C:18]([CH3:20])([CH3:21])[CH3:19])=[N:13][CH:14]=1. (5) Given the reactants [NH2:1][C:2]1[CH:3]=[C:4]2[C:20](=[O:21])[NH:19][N:18]=[CH:17][C:6]3=[C:7]([C:11]4[CH:16]=[CH:15][CH:14]=[CH:13][CH:12]=4)[NH:8][C:9]([CH:10]=1)=[C:5]23.OC1C=CC(CC(O)=O)=CC=1.C(N(CC)CC)C.F[P-](F)(F)(F)(F)F.N1(OC(N(C)C)=[N+](C)C)C2N=CC=CC=2N=N1.[CH3:64][C:65]([O:68][C:69]([NH:71][C@H:72]([C:76]1[CH:81]=[CH:80][C:79]([OH:82])=[CH:78][CH:77]=1)[C:73](O)=[O:74])=[O:70])([CH3:67])[CH3:66], predict the reaction product. The product is: [OH:82][C:79]1[CH:80]=[CH:81][C:76]([C@@H:72]([NH:71][C:69](=[O:70])[O:68][C:65]([CH3:66])([CH3:64])[CH3:67])[C:73](=[O:74])[NH:1][C:2]2[CH:3]=[C:4]3[C:20](=[O:21])[NH:19][N:18]=[CH:17][C:6]4=[C:7]([C:11]5[CH:12]=[CH:13][CH:14]=[CH:15][CH:16]=5)[NH:8][C:9]([CH:10]=2)=[C:5]34)=[CH:77][CH:78]=1. (6) Given the reactants [F:1][C:2]1[CH:3]=[N:4][C:5]([O:11][C:12]2[CH:17]=[CH:16][CH:15]=[C:14]([S:18][CH3:19])[CH:13]=2)=[C:6]([CH:10]=1)[C:7]([OH:9])=O.C(N(CC)CC)C.[NH2:27][C:28]1[C:29]([CH3:34])=[N:30][CH:31]=[CH:32][CH:33]=1.Cl.CN(C)CCCN=C=NCC.ON1C2C=CC=CC=2N=N1, predict the reaction product. The product is: [CH3:34][C:29]1[C:28]([NH:27][C:7](=[O:9])[C:6]2[CH:10]=[C:2]([F:1])[CH:3]=[N:4][C:5]=2[O:11][C:12]2[CH:17]=[CH:16][CH:15]=[C:14]([S:18][CH3:19])[CH:13]=2)=[CH:33][CH:32]=[CH:31][N:30]=1.